From a dataset of NCI-60 drug combinations with 297,098 pairs across 59 cell lines. Regression. Given two drug SMILES strings and cell line genomic features, predict the synergy score measuring deviation from expected non-interaction effect. (1) Synergy scores: CSS=57.4, Synergy_ZIP=-1.12, Synergy_Bliss=-4.29, Synergy_Loewe=-7.03, Synergy_HSA=-6.66. Drug 2: CC(C)CN1C=NC2=C1C3=CC=CC=C3N=C2N. Drug 1: C1CCC(C(C1)N)N.C(=O)(C(=O)[O-])[O-].[Pt+4]. Cell line: RPMI-8226. (2) Cell line: OVCAR-8. Drug 2: CC1CCC2CC(C(=CC=CC=CC(CC(C(=O)C(C(C(=CC(C(=O)CC(OC(=O)C3CCCCN3C(=O)C(=O)C1(O2)O)C(C)CC4CCC(C(C4)OC)O)C)C)O)OC)C)C)C)OC. Synergy scores: CSS=8.57, Synergy_ZIP=-0.195, Synergy_Bliss=4.88, Synergy_Loewe=-2.44, Synergy_HSA=4.48. Drug 1: CC(C)(C#N)C1=CC(=CC(=C1)CN2C=NC=N2)C(C)(C)C#N. (3) Drug 1: CC1=C2C(C(=O)C3(C(CC4C(C3C(C(C2(C)C)(CC1OC(=O)C(C(C5=CC=CC=C5)NC(=O)OC(C)(C)C)O)O)OC(=O)C6=CC=CC=C6)(CO4)OC(=O)C)OC)C)OC. Drug 2: CC1=C(C(=O)C2=C(C1=O)N3CC4C(C3(C2COC(=O)N)OC)N4)N. Cell line: LOX IMVI. Synergy scores: CSS=40.5, Synergy_ZIP=-8.54, Synergy_Bliss=-9.65, Synergy_Loewe=-4.07, Synergy_HSA=-1.72.